This data is from Forward reaction prediction with 1.9M reactions from USPTO patents (1976-2016). The task is: Predict the product of the given reaction. (1) Given the reactants Cl.[NH2:2][OH:3].C([O-])(=O)C.[Na+].[CH2:9]([O:12][C@@H:13]([CH2:17][O:18][CH2:19][C:20]1[CH:25]=[CH:24][CH:23]=[CH:22][CH:21]=1)[CH2:14][CH:15]=O)[CH:10]=[CH2:11].C(=O)(O)[O-].[Na+], predict the reaction product. The product is: [CH2:9]([O:12][C@@H:13]([CH2:17][O:18][CH2:19][C:20]1[CH:25]=[CH:24][CH:23]=[CH:22][CH:21]=1)[CH2:14][CH:15]=[N:2][OH:3])[CH:10]=[CH2:11]. (2) Given the reactants Br[C:2]1[CH:14]=[C:13]([F:15])[C:12]([F:16])=[CH:11][C:3]=1[CH2:4][N:5]1[CH2:9][CH2:8][CH2:7][CH:6]1[CH3:10].C(=O)([O-])[O-].[K+].[K+].O.[NH2:24][C:25]1[N:34]=[C:33]([C:35]([N:37]2[CH2:45][C:44]3[C:39](=[CH:40][CH:41]=[CH:42][CH:43]=3)[CH2:38]2)=[O:36])[C:32]2[C:27](=[CH:28][CH:29]=[C:30](B3OC(C)(C)C(C)(C)O3)[CH:31]=2)[N:26]=1, predict the reaction product. The product is: [NH2:24][C:25]1[N:34]=[C:33]([C:35]([N:37]2[CH2:38][C:39]3[C:44](=[CH:43][CH:42]=[CH:41][CH:40]=3)[CH2:45]2)=[O:36])[C:32]2[C:27](=[CH:28][CH:29]=[C:30]([C:2]3[CH:14]=[C:13]([F:15])[C:12]([F:16])=[CH:11][C:3]=3[CH2:4][N:5]3[CH2:9][CH2:8][CH2:7][CH:6]3[CH3:10])[CH:31]=2)[N:26]=1. (3) Given the reactants Br[C:2]1[CH:23]=[CH:22][C:5]([C:6]([NH:8][S:9]([C:12]2[CH:17]=[CH:16][CH:15]=[CH:14][C:13]=2[S:18](=[O:21])(=[O:20])[NH2:19])(=[O:11])=[O:10])=[O:7])=[CH:4][N:3]=1.[C:24]1([C:30]#[CH:31])[CH:29]=[CH:28][CH:27]=[CH:26][CH:25]=1, predict the reaction product. The product is: [C:24]1([C:30]#[C:31][C:2]2[CH:23]=[CH:22][C:5]([C:6]([NH:8][S:9]([C:12]3[CH:17]=[CH:16][CH:15]=[CH:14][C:13]=3[S:18](=[O:21])(=[O:20])[NH2:19])(=[O:11])=[O:10])=[O:7])=[CH:4][N:3]=2)[CH:29]=[CH:28][CH:27]=[CH:26][CH:25]=1.